Dataset: Reaction yield outcomes from USPTO patents with 853,638 reactions. Task: Predict the reaction yield, written as a fraction of the theoretical maximum amount of product (1.0 means a 100% yield; for example, 0.34 means a 34% yield). (1) The reactants are [Cl:1][C:2]1[CH:6]=[CH:5][NH:4][C:3]=1[C:7]([OH:9])=[O:8].C(N(CC)CC)C.[CH2:17](Br)[C:18]1[CH:23]=[CH:22][CH:21]=[CH:20][CH:19]=1. The catalyst is CN(C)C=O. The product is [Cl:1][C:2]1[CH:6]=[CH:5][NH:4][C:3]=1[C:7]([O:9][CH2:17][C:18]1[CH:23]=[CH:22][CH:21]=[CH:20][CH:19]=1)=[O:8]. The yield is 0.880. (2) The reactants are [F:1][CH:2]([F:30])[O:3][CH2:4][C@@H:5]([O:7][C:8]1[CH:9]=[C:10]([CH:15]=[C:16]([O:18][C:19]2[CH:24]=[N:23][C:22]([C:25](=[O:29])[N:26]([CH3:28])[CH3:27])=[CH:21][N:20]=2)[CH:17]=1)[C:11]([O:13]C)=[O:12])[CH3:6].CO.[Li+].[OH-].O. The catalyst is C1COCC1. The product is [F:30][CH:2]([F:1])[O:3][CH2:4][C@@H:5]([O:7][C:8]1[CH:9]=[C:10]([CH:15]=[C:16]([O:18][C:19]2[CH:24]=[N:23][C:22]([C:25](=[O:29])[N:26]([CH3:27])[CH3:28])=[CH:21][N:20]=2)[CH:17]=1)[C:11]([OH:13])=[O:12])[CH3:6]. The yield is 0.900. (3) The reactants are C([O:8][NH:9][C:10]([CH2:12][CH2:13][CH2:14][CH2:15][CH2:16][NH:17][C:18]([C@@H:20]([NH:31][C:32]([C:34]1[CH:43]=[CH:42][C:41]2[C:36](=[CH:37][CH:38]=[CH:39][CH:40]=2)[CH:35]=1)=[O:33])[CH2:21][C:22]1[C:30]2[C:25](=[CH:26][CH:27]=[CH:28][CH:29]=2)[NH:24][CH:23]=1)=[O:19])=[O:11])C1C=CC=CC=1. The catalyst is C(#N)C. The product is [OH:8][NH:9][C:10]([CH2:12][CH2:13][CH2:14][CH2:15][CH2:16][NH:17][C:18]([C@@H:20]([NH:31][C:32]([C:34]1[CH:43]=[CH:42][C:41]2[C:36](=[CH:37][CH:38]=[CH:39][CH:40]=2)[CH:35]=1)=[O:33])[CH2:21][C:22]1[C:30]2[C:25](=[CH:26][CH:27]=[CH:28][CH:29]=2)[NH:24][CH:23]=1)=[O:19])=[O:11]. The yield is 0.0700. (4) The reactants are [F:1][C:2]1[CH:7]=[CH:6][C:5]([CH:8]([OH:15])[CH2:9][NH:10][C:11](=O)[CH2:12][CH3:13])=[CH:4][C:3]=1[O:16][CH3:17]. The catalyst is Cl. The product is [F:1][C:2]1[CH:7]=[CH:6][C:5]([CH:8]([OH:15])[CH2:9][NH:10][CH2:11][CH2:12][CH3:13])=[CH:4][C:3]=1[O:16][CH3:17]. The yield is 0.810. (5) The reactants are [F:1][C:2]1[CH:22]=[CH:21][C:5]([CH2:6][O:7][C:8]2[CH:17]=[C:16]3[C:11]([CH:12]=[C:13]([C:18](=[O:20])[CH3:19])[CH:14]=[N:15]3)=[CH:10][CH:9]=2)=[CH:4][CH:3]=1.B1(C)OC(C2C=CC=CC=2)(C2C=CC=CC=2)[C@@H]2N1CCC2.CSC.C([O-])(O)=O.[Na+]. The catalyst is C1(C)C=CC=CC=1.CO. The product is [F:1][C:2]1[CH:22]=[CH:21][C:5]([CH2:6][O:7][C:8]2[CH:17]=[C:16]3[C:11]([CH:12]=[C:13]([C@H:18]([OH:20])[CH3:19])[CH:14]=[N:15]3)=[CH:10][CH:9]=2)=[CH:4][CH:3]=1. The yield is 0.560. (6) The reactants are [Br:1][C:2]1[CH:7]=[CH:6][C:5]([Br:8])=[CH:4][N:3]=1.[CH3:9][O:10][C:11]1[CH:12]=[C:13](B(O)O)[CH:14]=[CH:15][CH:16]=1.C(Cl)Cl.C([O-])([O-])=O.[Cs+].[Cs+]. The catalyst is O1CCOCC1.O. The product is [Br:8][C:5]1[CH:6]=[CH:7][C:2]([C:15]2[CH:14]=[CH:13][CH:12]=[C:11]([O:10][CH3:9])[CH:16]=2)=[N:3][CH:4]=1.[Br:1][C:2]1[CH:7]=[CH:6][C:5]([C:15]2[CH:14]=[CH:13][CH:12]=[C:11]([O:10][CH3:9])[CH:16]=2)=[CH:4][N:3]=1. The yield is 0.430. (7) The reactants are [Br:1][C:2]1[CH:3]=[CH:4][C:5]2[NH:6][C:7]3[C:12]([C:13]=2[CH:14]=1)=[CH:11][C:10]([Br:15])=[CH:9][CH:8]=3.[H-].[Na+].[C:18]([O:23][CH3:24])(=[O:22])[CH:19]1[O:21][CH2:20]1. The catalyst is CN(C=O)C. The product is [Br:15][C:10]1[CH:9]=[CH:8][C:7]2[N:6]([CH2:20][CH:19]([OH:21])[C:18]([O:23][CH3:24])=[O:22])[C:5]3[C:13]([C:12]=2[CH:11]=1)=[CH:14][C:2]([Br:1])=[CH:3][CH:4]=3. The yield is 0.320. (8) The reactants are [F:1][C:2]1[CH:3]=[C:4]([C@@H:8]2[N:12](C(OC(C)(C)C)=O)[C@@:11]([CH2:21][OH:22])([CH3:20])[CH2:10][CH2:9]2)[CH:5]=[N:6][CH:7]=1.[ClH:23].O1CCOCC1. The catalyst is C(Cl)Cl. The product is [ClH:23].[F:1][C:2]1[CH:3]=[C:4]([C@@H:8]2[NH:12][C@@:11]([CH2:21][OH:22])([CH3:20])[CH2:10][CH2:9]2)[CH:5]=[N:6][CH:7]=1. The yield is 0.960. (9) The reactants are [C:1]([O:5][C:6](=[O:29])[CH2:7][O:8][CH2:9][CH2:10][O:11][CH2:12][CH2:13][O:14][CH2:15][CH2:16][O:17][CH2:18][CH2:19][O:20][CH2:21][CH2:22][O:23][CH2:24][CH2:25][N:26]=[N+]=[N-])([CH3:4])([CH3:3])[CH3:2].C(O)(=O)C. The catalyst is C(O)C.[Pd]. The product is [C:1]([O:5][C:6](=[O:29])[CH2:7][O:8][CH2:9][CH2:10][O:11][CH2:12][CH2:13][O:14][CH2:15][CH2:16][O:17][CH2:18][CH2:19][O:20][CH2:21][CH2:22][O:23][CH2:24][CH2:25][NH2:26])([CH3:4])([CH3:2])[CH3:3]. The yield is 0.960. (10) The reactants are F[C:2]1[CH:9]=[C:8]([N:10]2[C:18]3[CH2:17][C:16]([CH3:20])([CH3:19])[CH2:15][C:14](=[O:21])[C:13]=3[C:12]([CH3:22])=[N:11]2)[CH:7]=[C:6]([F:23])[C:3]=1[C:4]#[N:5].[NH2:24][CH:25]1[CH2:29][CH2:28][CH2:27][CH2:26]1.[CH:30](N(C(C)C)CC)(C)C. The catalyst is CS(C)=O. The product is [CH:25]1([NH:24][C:2]2[CH:9]=[C:8]([N:10]3[C:18]4[CH2:17][C:16]([CH3:20])([CH3:19])[CH2:15][C:14](=[O:21])[C:13]=4[C:12]([CH2:22][CH3:30])=[N:11]3)[CH:7]=[C:6]([F:23])[C:3]=2[C:4]#[N:5])[CH2:29][CH2:28][CH2:27][CH2:26]1. The yield is 0.470.